This data is from Forward reaction prediction with 1.9M reactions from USPTO patents (1976-2016). The task is: Predict the product of the given reaction. (1) Given the reactants [F:1][C:2]1[CH:7]=[CH:6][C:5]([S:8]([N:11]([C:16]2[C:25]([C:26]([O:28][CH3:29])=[O:27])=[C:24]3[C:19]([C:20]4[CH:32]=[CH:31][O:30][C:21]=4[CH2:22][O:23]3)=[CH:18][CH:17]=2)C(OC)=O)(=[O:10])=[O:9])=[C:4](/[CH:33]=[CH:34]\[CH2:35]O)[CH:3]=1.C([N:40]([CH:43]([CH3:45])C)[CH2:41]C)(C)C.CS(Cl)(=O)=O.N1CCC1, predict the reaction product. The product is: [N:40]1([CH2:35]/[CH:34]=[CH:33]\[C:4]2[CH:3]=[C:2]([F:1])[CH:7]=[CH:6][C:5]=2[S:8]([NH:11][C:16]2[C:25]([C:26]([O:28][CH3:29])=[O:27])=[C:24]3[C:19]([C:20]4[CH:32]=[CH:31][O:30][C:21]=4[CH2:22][O:23]3)=[CH:18][CH:17]=2)(=[O:9])=[O:10])[CH2:41][CH2:45][CH2:43]1. (2) The product is: [CH:10]1([CH2:9][C@@:8]([NH:26][C:27]([NH:29][CH2:30][C:31]([F:32])([F:33])[F:34])=[O:28])([C:5]2[CH:6]=[CH:7][C:2]([F:1])=[C:3]([C:35]([F:38])([F:36])[F:37])[CH:4]=2)[C:12]2[CH:17]=[C:16]([O:18][C:19]([F:23])([F:24])[CH:20]([F:22])[F:21])[CH:15]=[C:14]([F:25])[CH:13]=2)[CH2:39][CH2:11]1. Given the reactants [F:1][C:2]1[CH:7]=[CH:6][C:5]([C@@:8]([NH:26][C:27]([NH:29][CH2:30][C:31]([F:34])([F:33])[F:32])=[O:28])([C:12]2[CH:17]=[C:16]([O:18][C:19]([F:24])([F:23])[CH:20]([F:22])[F:21])[CH:15]=[C:14]([F:25])[CH:13]=2)[CH2:9][CH:10]=[CH2:11])=[CH:4][C:3]=1[C:35]([F:38])([F:37])[F:36].[CH2:39]([Zn]CC)C.ICI.Cl, predict the reaction product. (3) Given the reactants [NH2:1][C:2]1[CH:7]=[N:6][C:5]([C:8]([F:11])([F:10])[F:9])=[CH:4][N:3]=1.Br[CH2:13][C:14](=O)[C:15]([O:17][CH2:18][CH3:19])=[O:16].O, predict the reaction product. The product is: [CH2:18]([O:17][C:15]([C:14]1[N:1]=[C:2]2[CH:7]=[N:6][C:5]([C:8]([F:11])([F:9])[F:10])=[CH:4][N:3]2[CH:13]=1)=[O:16])[CH3:19]. (4) Given the reactants C([Li])CCC.CC1(C)CCCC(C)(C)N1.[Cl:16][C:17]1[CH:22]=[N:21][CH:20]=[C:19]([Cl:23])[N:18]=1.[Cl:24][C:25]1[CH:32]=[CH:31][CH:30]=[CH:29][C:26]=1[CH:27]=[O:28].Cl, predict the reaction product. The product is: [Cl:24][C:25]1[CH:32]=[CH:31][CH:30]=[CH:29][C:26]=1[CH:27]([C:20]1[C:19]([Cl:23])=[N:18][C:17]([Cl:16])=[CH:22][N:21]=1)[OH:28]. (5) Given the reactants [S:1]1[CH:5]=[CH:4][N:3]=[CH:2]1.[Cl-].[Li+].C([Mg]Cl)(C)C.[C:13]([C@@H:16]1[CH2:20][CH2:19][C@H:18]([C:21]([O:23][CH3:24])=[O:22])[CH2:17]1)(=[O:15])[CH3:14], predict the reaction product. The product is: [OH:15][C:13]([C@@H:16]1[CH2:20][CH2:19][C@H:18]([C:21]([O:23][CH3:24])=[O:22])[CH2:17]1)([C:2]1[S:1][CH:5]=[CH:4][N:3]=1)[CH3:14].